This data is from Forward reaction prediction with 1.9M reactions from USPTO patents (1976-2016). The task is: Predict the product of the given reaction. (1) Given the reactants [O:1]1[C:5]2[CH:6]=[CH:7][C:8]([O:10][C:11]3[CH:12]=[C:13]([CH:16]=[CH:17][CH:18]=3)[C:14]#[N:15])=[CH:9][C:4]=2[O:3][CH2:2]1.C1COCC1.[H-].[Al+3].[Li+].[H-].[H-].[H-].[OH-].[Na+], predict the reaction product. The product is: [O:1]1[C:5]2[CH:6]=[CH:7][C:8]([O:10][C:11]3[CH:12]=[C:13]([CH:16]=[CH:17][CH:18]=3)[CH2:14][NH2:15])=[CH:9][C:4]=2[O:3][CH2:2]1. (2) Given the reactants [OH:1][C:2]1[CH:3]=[C:4]([C:8]2[C:17]3[C:12](=[C:13]([C:18]([F:21])([F:20])[F:19])[CH:14]=[CH:15][CH:16]=3)[N:11]=[CH:10][C:9]=2[C:22]([C:24]2[CH:29]=[CH:28][CH:27]=[CH:26][CH:25]=2)=[O:23])[CH:5]=[CH:6][CH:7]=1.Br[CH2:31][C:32]1[CH:41]=[CH:40][C:39]2[C:34](=[CH:35][CH:36]=[CH:37][CH:38]=2)[N:33]=1, predict the reaction product. The product is: [C:24]1([C:22]([C:9]2[CH:10]=[N:11][C:12]3[C:17]([C:8]=2[C:4]2[CH:5]=[CH:6][CH:7]=[C:2]([O:1][CH2:31][C:32]4[CH:41]=[CH:40][C:39]5[C:34](=[CH:35][CH:36]=[CH:37][CH:38]=5)[N:33]=4)[CH:3]=2)=[CH:16][CH:15]=[CH:14][C:13]=3[C:18]([F:21])([F:19])[F:20])=[O:23])[CH:25]=[CH:26][CH:27]=[CH:28][CH:29]=1.